The task is: Predict the reaction yield, written as a fraction of the theoretical maximum amount of product (1.0 means a 100% yield; for example, 0.34 means a 34% yield).. This data is from Reaction yield outcomes from USPTO patents with 853,638 reactions. The reactants are C1(C(C2C=CC=CC=2)(C2C=CC=CC=2)[O:8][CH2:9][CH2:10][O:11][CH2:12][CH2:13][O:14][CH2:15][CH2:16][O:17][CH2:18][CH2:19][CH2:20][O:21][CH2:22][C:23]2[CH:28]=[CH:27][CH:26]=[CH:25][CH:24]=2)C=CC=CC=1.Cl.O. The catalyst is C(Cl)Cl.CO. The product is [C:23]1([CH2:22][O:21][CH2:20][CH2:19][CH2:18][O:17][CH2:16][CH2:15][O:14][CH2:13][CH2:12][O:11][CH2:10][CH2:9][OH:8])[CH:24]=[CH:25][CH:26]=[CH:27][CH:28]=1. The yield is 0.730.